This data is from Forward reaction prediction with 1.9M reactions from USPTO patents (1976-2016). The task is: Predict the product of the given reaction. Given the reactants [Cl:1][C:2]1[S:6][C:5]([C:7]([NH:9][CH2:10][C:11]2[N:12]=[CH:13][NH:14][CH:15]=2)=[O:8])=[CH:4][CH:3]=1.I[C:17]1[CH:22]=[CH:21][C:20]([N:23]2[CH:28]=[CH:27][CH:26]=[CH:25][C:24]2=[O:29])=[CH:19][C:18]=1[F:30].OC1C=CC=C2C=1N=CC=C2.C([O-])([O-])=O.[K+].[K+], predict the reaction product. The product is: [Cl:1][C:2]1[S:6][C:5]([C:7]([NH:9][CH2:10][C:11]2[N:12]=[CH:13][N:14]([C:17]3[CH:22]=[CH:21][C:20]([N:23]4[CH:28]=[CH:27][CH:26]=[CH:25][C:24]4=[O:29])=[CH:19][C:18]=3[F:30])[CH:15]=2)=[O:8])=[CH:4][CH:3]=1.